The task is: Predict the product of the given reaction.. This data is from Forward reaction prediction with 1.9M reactions from USPTO patents (1976-2016). (1) The product is: [CH3:29][O:28][C:26](=[O:27])[CH2:25][C@@H:24]([C:30]1[CH:35]=[CH:34][CH:33]=[CH:32][C:31]=1[Cl:36])[NH:23][C:5]1[O:6][C:7]([CH3:8])([CH3:9])[C:2]([CH3:1])([CH3:22])[S:3](=[O:20])(=[O:21])[N:4]=1. Given the reactants [CH3:1][C:2]1([CH3:22])[C:7]([CH3:9])([CH3:8])[O:6][C:5](OC2C=CC([N+]([O-])=O)=CC=2)=[N:4][S:3]1(=[O:21])=[O:20].[NH2:23][C@H:24]([C:30]1[CH:35]=[CH:34][CH:33]=[CH:32][C:31]=1[Cl:36])[CH2:25][C:26]([O:28][CH3:29])=[O:27], predict the reaction product. (2) Given the reactants CO[C:3](=[O:12])[C:4]1[CH:9]=[C:8](Br)[C:7](Cl)=[N:6][CH:5]=1.[CH:13]1([CH2:16][OH:17])[CH2:15][CH2:14]1.[F:18][C:19]1[CH:24]=[CH:23][C:22](B(O)O)=[CH:21][CH:20]=1.[NH2:28][C@@H:29]1[CH2:34][CH2:33][CH2:32][CH2:31][C@H:30]1[OH:35], predict the reaction product. The product is: [CH:13]1([CH2:16][O:17][C:7]2[C:8]([C:22]3[CH:23]=[CH:24][C:19]([F:18])=[CH:20][CH:21]=3)=[CH:9][C:4]([C:3]([NH:28][C@@H:29]3[CH2:34][CH2:33][CH2:32][CH2:31][C@H:30]3[OH:35])=[O:12])=[CH:5][N:6]=2)[CH2:15][CH2:14]1. (3) Given the reactants Cl[C:2]1[N:6]([CH3:7])[N:5]=[CH:4][C:3]=1[N+:8]([O-:10])=[O:9].[NH:11]1[CH2:16][CH2:15][NH:14][CH2:13][C:12]1=[O:17], predict the reaction product. The product is: [CH3:7][N:6]1[C:2]([N:14]2[CH2:15][CH2:16][NH:11][C:12](=[O:17])[CH2:13]2)=[C:3]([N+:8]([O-:10])=[O:9])[CH:4]=[N:5]1.